From a dataset of Forward reaction prediction with 1.9M reactions from USPTO patents (1976-2016). Predict the product of the given reaction. (1) Given the reactants [C:1]1([CH2:7][CH2:8][N:9]2[CH2:14][CH2:13][C:12]3([NH:19][C:18](=[O:20])[C:17]4[CH:21]=[C:22](/[CH:25]=[CH:26]/[C:27](O)=[O:28])[CH:23]=[CH:24][C:16]=4[O:15]3)[CH2:11][CH2:10]2)[CH:6]=[CH:5][CH:4]=[CH:3][CH:2]=1.C(Cl)C[Cl:32].C1C=CC2[N:42]([OH:43])N=NC=2C=1.NOC1CCCCO1, predict the reaction product. The product is: [ClH:32].[C:1]1([CH2:7][CH2:8][N:9]2[CH2:10][CH2:11][C:12]3([NH:19][C:27](=[O:28])[C:26]4[CH:25]=[C:22](/[CH:21]=[CH:17]/[C:18]([NH:42][OH:43])=[O:20])[CH:23]=[CH:24][C:16]=4[O:15]3)[CH2:13][CH2:14]2)[CH:2]=[CH:3][CH:4]=[CH:5][CH:6]=1. (2) The product is: [C:22]1([C:28]#[C:29][NH:4][C:3]2[CH:5]=[CH:6][C:7]([O:9][C:10]([F:13])([F:12])[F:11])=[CH:8][CH:2]=2)[CH:27]=[CH:26][CH:25]=[CH:24][CH:23]=1. Given the reactants Br[C:2]1[CH:8]=[C:7]([O:9][C:10]([F:13])([F:12])[F:11])[CH:6]=[CH:5][C:3]=1[NH2:4].[I-].C(N(CC)CC)C.[C:22]1([C:28]#[CH:29])[CH:27]=[CH:26][CH:25]=[CH:24][CH:23]=1, predict the reaction product. (3) Given the reactants OO.FC(F)(F)C(OC(=O)C(F)(F)F)=[O:6].[CH3:16][O:17][C:18]1[CH:19]=[CH:20][C:21]2[N+:26]([O-:27])=[N:25][C:24]([NH:28][CH2:29][CH2:30][N:31]([CH3:33])[CH3:32])=[N:23][C:22]=2[CH:34]=1.FC(F)(F)C(O)=O, predict the reaction product. The product is: [CH3:16][O:17][C:18]1[CH:19]=[CH:20][C:21]2[N+:26]([O-:27])=[N:25][C:24]([NH:28][CH2:29][CH2:30][N:31]([CH3:33])[CH3:32])=[N+:23]([O-:6])[C:22]=2[CH:34]=1. (4) Given the reactants [Br:1][C:2]1[CH:7]=[CH:6][C:5]([C:8]([F:11])([F:10])[F:9])=[CH:4][C:3]=1[CH:12]([OH:14])[CH3:13].C[N+]1([O-])CCOCC1.CC#N, predict the reaction product. The product is: [Br:1][C:2]1[CH:7]=[CH:6][C:5]([C:8]([F:10])([F:11])[F:9])=[CH:4][C:3]=1[C:12](=[O:14])[CH3:13]. (5) Given the reactants [Cl:1][C:2]1[CH:3]=[C:4]([CH2:14][N:15]2[C:19]([CH3:20])=[CH:18][C:17]([C:21]([NH:23][C:24]3[CH:29]=[CH:28][C:27]([CH2:30][OH:31])=[CH:26][CH:25]=3)=[O:22])=[N:16]2)[C:5]2[O:9][C:8]([CH:10]([CH3:12])[CH3:11])=[CH:7][C:6]=2[CH:13]=1.CC(OI1(OC(C)=O)(OC(C)=O)OC(=O)C2C=CC=CC1=2)=O, predict the reaction product. The product is: [Cl:1][C:2]1[CH:3]=[C:4]([CH2:14][N:15]2[C:19]([CH3:20])=[CH:18][C:17]([C:21]([NH:23][C:24]3[CH:29]=[CH:28][C:27]([CH:30]=[O:31])=[CH:26][CH:25]=3)=[O:22])=[N:16]2)[C:5]2[O:9][C:8]([CH:10]([CH3:11])[CH3:12])=[CH:7][C:6]=2[CH:13]=1. (6) Given the reactants [C:1]([O:5][C@@H:6]([C:11]1[C:40]([CH3:41])=[C:39]([CH:42]=[CH2:43])[C:38]2=[N:44][C:35]3=[CH:36][N:37]2[C:12]=1[N:13]1[CH2:50][CH2:49][C:16]([CH3:51])([O:17][CH2:18][CH2:19][CH2:20][CH2:21][C@H:22]([CH3:48])[O:23][C:24]2[CH:25]=[C:26]([F:47])[C:27]([F:46])=[CH:28][C:29]=2[C:30]2[CH:45]=[C:34]3[CH:33]=[CH:32][CH:31]=2)[CH2:15][CH2:14]1)[C:7]([O:9][CH3:10])=[O:8])([CH3:4])([CH3:3])[CH3:2].C(O[C@@H](C1C(C)=C(CC)C2=NC3=CN2C=1N1CCC(C)(OCCCC[C@H](C)OC2C=CC(F)=CC=2C2C=C3C=CC=2)CC1)C(OC)=O)(C)(C)C, predict the reaction product. The product is: [C:1]([O:5][C@@H:6]([C:11]1[C:40]([CH3:41])=[C:39]([CH2:42][CH3:43])[C:38]2=[N:44][C:35]3=[CH:36][N:37]2[C:12]=1[N:13]1[CH2:14][CH2:15][C:16]([CH3:51])([O:17][CH2:18][CH2:19][CH2:20][CH2:21][C@H:22]([CH3:48])[O:23][C:24]2[CH:25]=[C:26]([F:47])[C:27]([F:46])=[CH:28][C:29]=2[C:30]2[CH:45]=[C:34]3[CH:33]=[CH:32][CH:31]=2)[CH2:49][CH2:50]1)[C:7]([O:9][CH3:10])=[O:8])([CH3:2])([CH3:3])[CH3:4]. (7) Given the reactants [F:1][C:2]1[CH:20]=[CH:19][C:18]([O:21][CH3:22])=[CH:17][C:3]=1[O:4][C:5]1[CH:6]=[CH:7][C:8]2[N:12]=[C:11]([CH2:13][OH:14])[N:10]([CH3:15])[C:9]=2[CH:16]=1.O[C:24]1[CH:25]=[C:26]([CH:31]=[CH:32][CH:33]=1)[C:27]([O:29][CH3:30])=[O:28].C(P(CCCC)CCCC)CCC.N(C(N1CCCCC1)=O)=NC(N1CCCCC1)=O, predict the reaction product. The product is: [F:1][C:2]1[CH:20]=[CH:19][C:18]([O:21][CH3:22])=[CH:17][C:3]=1[O:4][C:5]1[CH:6]=[CH:7][C:8]2[N:12]=[C:11]([CH2:13][O:14][C:24]3[CH:25]=[C:26]([CH:31]=[CH:32][CH:33]=3)[C:27]([O:29][CH3:30])=[O:28])[N:10]([CH3:15])[C:9]=2[CH:16]=1. (8) Given the reactants C(N(CC)CC)C.[OH:8][C:9]1[CH:16]=[CH:15][CH:14]=[CH:13][C:10]=1[CH:11]=O.Cl.[NH2:18][OH:19], predict the reaction product. The product is: [OH:8][C:9]1[CH:16]=[CH:15][CH:14]=[CH:13][C:10]=1/[CH:11]=[N:18]/[OH:19]. (9) Given the reactants [C:1]([OH:9])(=[O:8])[C:2]1[CH:7]=[CH:6]C=[CH:4][CH:3]=1.Cl.[C:11]1([OH:17])C=CC=CC=1.I[C:19]1C=C(C)C=CC=1.[CH3:26][OH:27], predict the reaction product. The product is: [OH:27][C:26]1[CH:6]=[CH:7][C:2]([C:1]([O:9][CH3:19])=[O:8])=[CH:3][C:4]=1[O:17][CH3:11]. (10) Given the reactants [Br:1][C:2]1[CH:7]=[CH:6][C:5]([OH:8])=[CH:4][CH:3]=1.[H-].[Na+].Cl[CH:12](Cl)[C:13]1[CH:18]=[CH:17][CH:16]=[CH:15][CH:14]=1, predict the reaction product. The product is: [C:13]1([CH:12]([O:8][C:5]2[CH:6]=[CH:7][C:2]([Br:1])=[CH:3][CH:4]=2)[O:8][C:5]2[CH:6]=[CH:7][C:2]([Br:1])=[CH:3][CH:4]=2)[CH:18]=[CH:17][CH:16]=[CH:15][CH:14]=1.